Dataset: Catalyst prediction with 721,799 reactions and 888 catalyst types from USPTO. Task: Predict which catalyst facilitates the given reaction. (1) Reactant: C(N(CC)C(C)C)(C)C.[NH2:10][C:11]([C:14]1[C:15](=[O:25])[NH:16][C:17]2[C:22]([CH:23]=1)=[CH:21][C:20]([Cl:24])=[CH:19][CH:18]=2)([CH3:13])[CH3:12].F[C:27]1[CH:34]=[CH:33][C:30]([C:31]#[N:32])=[C:29]([CH3:35])[N:28]=1.CCOC(C)=O. Product: [Cl:24][C:20]1[CH:21]=[C:22]2[C:17](=[CH:18][CH:19]=1)[NH:16][C:15](=[O:25])[C:14]([C:11]([NH:10][C:27]1[CH:34]=[CH:33][C:30]([C:31]#[N:32])=[C:29]([CH3:35])[N:28]=1)([CH3:13])[CH3:12])=[CH:23]2. The catalyst class is: 16. (2) Reactant: [F:1][C:2]1[CH:3]=[C:4]([S:8]([C:11]2[CH:12]=[C:13]3[C:17](=[CH:18][CH:19]=2)[N:16]([CH:20]2[CH2:25][CH2:24][N:23](C(OC(C)(C)C)=O)[CH2:22][CH2:21]2)[CH2:15][CH2:14]3)(=[O:10])=[O:9])[CH:5]=[CH:6][CH:7]=1.[ClH:33]. Product: [ClH:33].[F:1][C:2]1[CH:3]=[C:4]([S:8]([C:11]2[CH:12]=[C:13]3[C:17](=[CH:18][CH:19]=2)[N:16]([CH:20]2[CH2:25][CH2:24][NH:23][CH2:22][CH2:21]2)[CH2:15][CH2:14]3)(=[O:10])=[O:9])[CH:5]=[CH:6][CH:7]=1. The catalyst class is: 12. (3) Product: [F:1][C:2]1[CH:7]=[CH:6][C:5]([C:8]2[C:9]3[C:10](=[N:27][N:28]([CH2:33][CH2:34][CH2:35][O:36][CH:37]4[CH2:42][CH2:41][CH2:40][CH2:39][O:38]4)[CH:29]=3)[N:11]=[C:12]([C:20]3[CH:25]=[CH:24][C:23]([F:26])=[CH:22][CH:21]=3)[C:13]=2[C:14]2[CH:15]=[CH:16][N:17]=[CH:18][CH:19]=2)=[CH:4][CH:3]=1. Reactant: [F:1][C:2]1[CH:7]=[CH:6][C:5]([C:8]2[C:13]([C:14]3[CH:19]=[CH:18][N:17]=[CH:16][CH:15]=3)=[C:12]([C:20]3[CH:25]=[CH:24][C:23]([F:26])=[CH:22][CH:21]=3)[N:11]=[C:10]3[NH:27][N:28]=[CH:29][C:9]=23)=[CH:4][CH:3]=1.[OH-].[K+].Br[CH2:33][CH2:34][CH2:35][O:36][CH:37]1[CH2:42][CH2:41][CH2:40][CH2:39][O:38]1.O. The catalyst class is: 260. (4) Reactant: [NH2:1][C:2]1[C:10]2[C:9]([C:11]3[CH:16]=[CH:15][C:14]([Cl:17])=[C:13]([Cl:18])[CH:12]=3)=[N:8][C:7]([CH2:19][C@H:20]([CH3:30])[CH2:21][O:22]CC3C=CC=CC=3)=[N:6][C:5]=2[S:4][C:3]=1[C:31]([NH2:33])=[O:32].B(Br)(Br)Br.CO. Product: [NH2:1][C:2]1[C:10]2[C:9]([C:11]3[CH:16]=[CH:15][C:14]([Cl:17])=[C:13]([Cl:18])[CH:12]=3)=[N:8][C:7]([CH2:19][C@H:20]([CH3:30])[CH2:21][OH:22])=[N:6][C:5]=2[S:4][C:3]=1[C:31]([NH2:33])=[O:32]. The catalyst class is: 2.